Dataset: Full USPTO retrosynthesis dataset with 1.9M reactions from patents (1976-2016). Task: Predict the reactants needed to synthesize the given product. (1) Given the product [NH:36]1[C:37]2[C:33](=[CH:32][C:31]([C:2]3[C:3]([F:22])=[CH:4][N:5]4[C:10]([C:11]=3[CH3:12])=[C:9]([CH:13]3[CH2:15][CH2:14]3)[CH:8]=[C:7]([C:16]([O:18][CH2:19][CH3:20])=[O:17])[C:6]4=[O:21])=[CH:39][CH:38]=2)[CH:34]=[N:35]1, predict the reactants needed to synthesize it. The reactants are: Cl[C:2]1[C:3]([F:22])=[CH:4][N:5]2[C:10]([C:11]=1[CH3:12])=[C:9]([CH:13]1[CH2:15][CH2:14]1)[CH:8]=[C:7]([C:16]([O:18][CH2:19][CH3:20])=[O:17])[C:6]2=[O:21].CC1(C)C(C)(C)OB([C:31]2[CH:32]=[C:33]3[C:37](=[CH:38][CH:39]=2)[NH:36][N:35]=[CH:34]3)O1. (2) Given the product [Si:1]([O:8][C:9]1[CH:14]=[C:13]([CH3:15])[C:12]([C:16]2[CH:21]=[CH:20][CH:19]=[C:18]([CH2:22][O:23][C:26]3[CH:39]=[CH:38][C:29]4[C@H:30]([CH2:33][C:34]([O:36][CH3:37])=[O:35])[CH2:31][O:32][C:28]=4[CH:27]=3)[CH:17]=2)=[C:11]([CH3:24])[CH:10]=1)([C:4]([CH3:6])([CH3:5])[CH3:7])([CH3:3])[CH3:2], predict the reactants needed to synthesize it. The reactants are: [Si:1]([O:8][C:9]1[CH:14]=[C:13]([CH3:15])[C:12]([C:16]2[CH:21]=[CH:20][CH:19]=[C:18]([CH2:22][OH:23])[CH:17]=2)=[C:11]([CH3:24])[CH:10]=1)([C:4]([CH3:7])([CH3:6])[CH3:5])([CH3:3])[CH3:2].O[C:26]1[CH:39]=[CH:38][C:29]2[C@H:30]([CH2:33][C:34]([O:36][CH3:37])=[O:35])[CH2:31][O:32][C:28]=2[CH:27]=1.C1(P(C2C=CC=CC=2)C2C=CC=CC=2)C=CC=CC=1.N(C(OC(C)C)=O)=NC(OC(C)C)=O. (3) The reactants are: [CH2:1]([O:8][C:9](=[O:18])[C:10]1[CH:15]=[CH:14][C:13](Br)=[CH:12][C:11]=1[CH3:17])[C:2]1[CH:7]=[CH:6][CH:5]=[CH:4][CH:3]=1.C1(P(C2C=CC=CC=2)CCCP(C2C=CC=CC=2)C2C=CC=CC=2)C=CC=CC=1.C(N(C(C)C)CC)(C)C.[C]=O. Given the product [CH3:1][O:8][C:9](=[O:18])[C:13]1[CH:14]=[CH:15][C:10]([C:9]([O:8][CH2:1][C:2]2[CH:7]=[CH:6][CH:5]=[CH:4][CH:3]=2)=[O:18])=[C:11]([CH3:17])[CH:12]=1, predict the reactants needed to synthesize it. (4) Given the product [C:27]([C:24]1([NH:23][C:2]2[CH:7]=[CH:6][CH:5]=[CH:4][C:3]=2[CH:8]2[C:17]([CH3:19])([CH3:18])[CH2:16][C:15]3[C:10](=[CH:11][CH:12]=[C:13]([C:20]([OH:22])=[O:21])[CH:14]=3)[NH:9]2)[CH2:26][CH2:25]1)([OH:29])=[O:28], predict the reactants needed to synthesize it. The reactants are: Br[C:2]1[CH:7]=[CH:6][CH:5]=[CH:4][C:3]=1[CH:8]1[C:17]([CH3:19])([CH3:18])[CH2:16][C:15]2[C:10](=[CH:11][CH:12]=[C:13]([C:20]([OH:22])=[O:21])[CH:14]=2)[NH:9]1.[NH2:23][C:24]1([C:27]([O-:29])=[O:28])[CH2:26][CH2:25]1.C(=O)([O-])[O-].[K+].[K+]. (5) Given the product [C:13]1([CH2:12][O:19][C:20]([NH:4][CH2:1][CH:2]=[CH2:3])=[O:21])[CH:18]=[CH:17][CH:16]=[CH:15][CH:14]=1, predict the reactants needed to synthesize it. The reactants are: [CH2:1]([NH2:4])[CH:2]=[CH2:3].C(N(CC)CC)C.[CH2:12]([O:19][C:20](Cl)=[O:21])[C:13]1[CH:18]=[CH:17][CH:16]=[CH:15][CH:14]=1. (6) Given the product [CH3:22][O:23][CH2:24][CH2:25][N:26]([CH3:27])[C:2]1[CH:7]=[CH:6][C:5]([N+:8]([O-:10])=[O:9])=[CH:4][C:3]=1[C:11]([F:14])([F:13])[F:12], predict the reactants needed to synthesize it. The reactants are: F[C:2]1[CH:7]=[CH:6][C:5]([N+:8]([O-:10])=[O:9])=[CH:4][C:3]=1[C:11]([F:14])([F:13])[F:12].C(N(CC)CC)C.[CH3:22][O:23][CH2:24][CH2:25][NH:26][CH3:27].O. (7) Given the product [CH3:15][O:16][C:17]1[CH:26]=[C:25]2[C:20]([N:21]=[CH:22][C:23]([S:27][CH2:28][CH2:29][N:30]3[CH2:31][CH2:32][CH:33]([N:36]([CH3:37])[C:12]([C:9]4[CH:10]=[CH:11][C:5]5[S:4][CH2:3][C:2](=[O:1])[NH:7][C:6]=5[CH:8]=4)=[O:14])[CH2:34][CH2:35]3)=[N:24]2)=[CH:19][CH:18]=1, predict the reactants needed to synthesize it. The reactants are: [O:1]=[C:2]1[NH:7][C:6]2[CH:8]=[C:9]([C:12]([OH:14])=O)[CH:10]=[CH:11][C:5]=2[S:4][CH2:3]1.[CH3:15][O:16][C:17]1[CH:26]=[C:25]2[C:20]([N:21]=[CH:22][C:23]([S:27][CH2:28][CH2:29][N:30]3[CH2:35][CH2:34][CH:33]([NH:36][CH3:37])[CH2:32][CH2:31]3)=[N:24]2)=[CH:19][CH:18]=1.CN(C(ON1N=NC2C=CC=NC1=2)=[N+](C)C)C.F[P-](F)(F)(F)(F)F.C(N(CC)CC)C.